From a dataset of Full USPTO retrosynthesis dataset with 1.9M reactions from patents (1976-2016). Predict the reactants needed to synthesize the given product. (1) Given the product [CH3:8][C:7]1[CH:9]=[CH:10][C:4]([S:1]([O:23][CH2:22][CH2:21][O:20][CH2:19][C:18]2[CH:17]=[CH:16][C:15]([CH2:24][NH:25][C:26]([C:28]3[C:29]([CH3:38])=[N:30][C:31]4[C:36]([CH:37]=3)=[CH:35][CH:34]=[CH:33][N:32]=4)=[O:27])=[CH:14][C:13]=2[F:12])(=[O:3])=[O:2])=[CH:5][CH:6]=1, predict the reactants needed to synthesize it. The reactants are: [S:1](Cl)([C:4]1[CH:10]=[CH:9][C:7]([CH3:8])=[CH:6][CH:5]=1)(=[O:3])=[O:2].[F:12][C:13]1[CH:14]=[C:15]([CH2:24][NH:25][C:26]([C:28]2[C:29]([CH3:38])=[N:30][C:31]3[C:36]([CH:37]=2)=[CH:35][CH:34]=[CH:33][N:32]=3)=[O:27])[CH:16]=[CH:17][C:18]=1[CH2:19][O:20][CH2:21][CH2:22][OH:23].C(N(C(C)C)CC)(C)C. (2) Given the product [Cl:1][C:2]1[CH:7]=[CH:6][C:5]([N:8]2[CH2:14][CH2:13][C:12](=[O:15])[N:11]([CH2:16][CH2:17][CH2:18][C:19]([N:21]3[CH2:28][CH2:27][C:24]4([CH2:26][CH2:25]4)[C@H:23]([OH:29])[CH2:22]3)=[O:20])[CH2:10][C@H:9]2[CH3:30])=[CH:4][C:3]=1[C:31]([F:32])([F:33])[F:34], predict the reactants needed to synthesize it. The reactants are: [Cl:1][C:2]1[CH:7]=[CH:6][C:5]([N:8]2[CH:14]=[CH:13][C:12](=[O:15])[N:11]([CH2:16][CH2:17][CH2:18][C:19]([N:21]3[CH2:28][CH2:27][C:24]4([CH2:26][CH2:25]4)[C@H:23]([OH:29])[CH2:22]3)=[O:20])[CH2:10][C@H:9]2[CH3:30])=[CH:4][C:3]=1[C:31]([F:34])([F:33])[F:32].C(O)(=O)C. (3) Given the product [C:8](=[C:4]1[CH:5]=[CH:6][CH:7]=[C:2]([O:10][C:11]2[CH:12]=[C:13]([CH2:17][C:18]([O:20][CH3:21])=[O:19])[CH:14]=[CH:15][CH:16]=2)[CH2:3]1)=[O:9], predict the reactants needed to synthesize it. The reactants are: Br[C:2]1[CH:3]=[C:4]([CH:8]=[O:9])[CH:5]=[CH:6][CH:7]=1.[OH:10][C:11]1[CH:12]=[C:13]([CH2:17][C:18]([O:20][CH3:21])=[O:19])[CH:14]=[CH:15][CH:16]=1.C(=O)([O-])[O-].[K+].[K+]. (4) Given the product [CH2:42]([N:21]([C:18]1[CH:17]=[CH:16][C:15]([C:12]2[N:13]=[CH:14][N:10]([C:7]3[CH:8]=[CH:9][C:4]([O:3][C:2]([F:1])([F:37])[F:38])=[CH:5][CH:6]=3)[N:11]=2)=[CH:20][CH:19]=1)[C:22](=[O:36])[O:23][CH:24]([C:26]1[CH:27]=[N:28][C:29]([C:32]([F:34])([F:35])[F:33])=[CH:30][CH:31]=1)[CH3:25])[CH3:43], predict the reactants needed to synthesize it. The reactants are: [F:1][C:2]([F:38])([F:37])[O:3][C:4]1[CH:9]=[CH:8][C:7]([N:10]2[CH:14]=[N:13][C:12]([C:15]3[CH:20]=[CH:19][C:18]([NH:21][C:22](=[O:36])[O:23][CH:24]([C:26]4[CH:27]=[N:28][C:29]([C:32]([F:35])([F:34])[F:33])=[CH:30][CH:31]=4)[CH3:25])=[CH:17][CH:16]=3)=[N:11]2)=[CH:6][CH:5]=1.[H-].[Na+].I[CH2:42][CH3:43]. (5) Given the product [CH2:13]1[C:12]2[CH:15]=[CH:16][C:17]([NH:19][C:20]3[N:38]=[C:23]4[C:24]([C:28]5[CH:33]=[CH:32][CH:31]=[C:30]([C:34]([F:35])([F:37])[F:36])[CH:29]=5)=[CH:25][CH:26]=[CH:27][N:22]4[N:21]=3)=[CH:18][C:11]=2[CH2:10][CH2:9][NH:8][CH2:14]1, predict the reactants needed to synthesize it. The reactants are: C(OC([N:8]1[CH2:14][CH2:13][C:12]2[CH:15]=[CH:16][C:17]([NH:19][C:20]3[N:38]=[C:23]4[C:24]([C:28]5[CH:33]=[CH:32][CH:31]=[C:30]([C:34]([F:37])([F:36])[F:35])[CH:29]=5)=[CH:25][CH:26]=[CH:27][N:22]4[N:21]=3)=[CH:18][C:11]=2[CH2:10][CH2:9]1)=O)(C)(C)C.FC(F)(F)C(O)=O. (6) Given the product [F:1][C:2]1([F:23])[CH2:13][C@H:24]([OH:32])[C@@H:25]([OH:28])[CH2:27][C@@H:9]([CH3:10])[C:8](=[O:15])[O:7][CH2:6][C@@H:5]([C:16]2[CH:21]=[CH:20][CH:19]=[CH:18][CH:17]=2)[NH:4][C:3]1=[O:22], predict the reactants needed to synthesize it. The reactants are: [F:1][C:2]1([F:23])[CH2:13]C=C[CH2:10][C@@H:9](C)[C:8](=[O:15])[O:7][CH2:6][C@@H:5]([C:16]2[CH:21]=[CH:20][CH:19]=[CH:18][CH:17]=2)[NH:4][C:3]1=[O:22].[CH3:24][C:25]([OH:28])([CH3:27])C.C1C[O:32]CC1.O.C[N+]1([O-])CCOCC1.S([O-])([O-])=O.[Na+].[Na+]. (7) Given the product [CH3:1][O:2][C:3](=[O:12])[C:4]1[CH:9]=[CH:8][C:7]([O:10][CH:50]([CH3:51])[CH2:49][O:48][C:44]([CH3:47])([CH3:46])[CH3:45])=[C:6]([Cl:11])[CH:5]=1, predict the reactants needed to synthesize it. The reactants are: [CH3:1][O:2][C:3](=[O:12])[C:4]1[CH:9]=[CH:8][C:7]([OH:10])=[C:6]([Cl:11])[CH:5]=1.C1(P(C2C=CC=CC=2)C2C=CC=CC=2)C=CC=CC=1.CCOC(/N=N/C(OCC)=O)=O.[C:44]([O:48][CH2:49][CH:50](O)[CH3:51])([CH3:47])([CH3:46])[CH3:45].